Dataset: Catalyst prediction with 721,799 reactions and 888 catalyst types from USPTO. Task: Predict which catalyst facilitates the given reaction. (1) Reactant: C(=O)([O-])[O-].[Cs+].[Cs+].[O:7]1[C:12]2[CH:13]=[CH:14][CH:15]=[CH:16][C:11]=2[NH:10][C:9](=[O:17])[CH2:8]1.[CH3:18][O:19][C:20]([C:22]1([CH3:33])[O:27][CH2:26][CH:25]([CH2:28][CH2:29][CH2:30][CH2:31]I)[CH2:24][O:23]1)=[O:21]. Product: [CH3:18][O:19][C:20]([C:22]1([CH3:33])[O:23][CH2:24][CH:25]([CH2:28][CH2:29][CH2:30][CH2:31][N:10]2[C:11]3[CH:16]=[CH:15][CH:14]=[CH:13][C:12]=3[O:7][CH2:8][C:9]2=[O:17])[CH2:26][O:27]1)=[O:21]. The catalyst class is: 9. (2) Reactant: [CH3:1][C:2]1[N:3]=[CH:4][N:5]([C:8]2[CH:9]=[C:10]([NH2:14])[CH:11]=[CH:12][CH:13]=2)[C:6]=1[CH3:7].[CH:15]1[CH:20]=[CH:19][C:18]([C:21]([N:23]=[C:24]=[S:25])=[O:22])=[CH:17][CH:16]=1. Product: [C:21]([NH:23][C:24]([NH:14][C:10]1[CH:11]=[CH:12][CH:13]=[C:8]([N:5]2[C:6]([CH3:7])=[C:2]([CH3:1])[N:3]=[CH:4]2)[CH:9]=1)=[S:25])(=[O:22])[C:18]1[CH:19]=[CH:20][CH:15]=[CH:16][CH:17]=1. The catalyst class is: 21. (3) Reactant: [C:1]1([NH:7][C:8]([N:10]2[CH2:15][CH2:14][N:13]([CH2:16][C:17]3[CH:22]=[CH:21][C:20]([OH:23])=[CH:19][CH:18]=3)[CH2:12][CH2:11]2)=[O:9])[CH:6]=[CH:5][CH:4]=[CH:3][CH:2]=1.[CH:24]1(O)[CH2:29][CH2:28][CH2:27][CH2:26][CH2:25]1.C1C=CC(P(C2C=CC=CC=2)C2C=CC=CC=2)=CC=1.N(C(OC(C)(C)C)=O)=NC(OC(C)(C)C)=O. Product: [C:1]1([NH:7][C:8]([N:10]2[CH2:11][CH2:12][N:13]([CH2:16][C:17]3[CH:18]=[CH:19][C:20]([O:23][CH:24]4[CH2:29][CH2:28][CH2:27][CH2:26][CH2:25]4)=[CH:21][CH:22]=3)[CH2:14][CH2:15]2)=[O:9])[CH:6]=[CH:5][CH:4]=[CH:3][CH:2]=1. The catalyst class is: 2. (4) Reactant: [CH3:1][O:2][C:3]1[CH:4]=[C:5]2[C:10](=[CH:11][C:12]=1[O:13][CH3:14])[N:9]=[CH:8][CH:7]=[C:6]2[O:15][C:16]1[CH:21]=[CH:20][C:19]([NH:22][CH:23]([C:28]([F:31])([F:30])[F:29])[CH2:24][C:25](O)=[O:26])=[CH:18][C:17]=1[F:32].[NH2:33][C:34]1[CH:39]=[CH:38][CH:37]=[CH:36][CH:35]=1.C(N(CC)C(C)C)(C)C.CN(C(ON1N=NC2C=CC=NC1=2)=[N+](C)C)C.F[P-](F)(F)(F)(F)F.[Cl-].[NH4+]. Product: [CH3:1][O:2][C:3]1[CH:4]=[C:5]2[C:10](=[CH:11][C:12]=1[O:13][CH3:14])[N:9]=[CH:8][CH:7]=[C:6]2[O:15][C:16]1[CH:21]=[CH:20][C:19]([NH:22][CH:23]([C:28]([F:30])([F:31])[F:29])[CH2:24][C:25]([NH:33][C:34]2[CH:39]=[CH:38][CH:37]=[CH:36][CH:35]=2)=[O:26])=[CH:18][C:17]=1[F:32]. The catalyst class is: 42. (5) Reactant: Br[C:2]1[CH:11]=[C:10]2[C:5]([CH:6]=[CH:7][C:8]([O:16][C@H:17]3[CH2:22][CH2:21][C@@H:20]([CH3:23])[CH2:19][CH2:18]3)=[C:9]2[C:12]([F:15])([F:14])[F:13])=[CH:4][CH:3]=1.[O:24]1CCC[CH2:25]1.C([Li])CCC.C1CCCCC1.CN(C)C=O.Cl. The catalyst class is: 6. Product: [CH3:23][C@@H:20]1[CH2:19][CH2:18][C@H:17]([O:16][C:8]2[C:9]([C:12]([F:15])([F:13])[F:14])=[C:10]3[C:5]([CH:4]=[CH:3][C:2]([CH:25]=[O:24])=[CH:11]3)=[CH:6][CH:7]=2)[CH2:22][CH2:21]1. (6) The catalyst class is: 10. Reactant: Br.[Cl:2][C:3]1[CH:4]=[C:5]([C:11]([C:13]2[CH:18]=[CH:17][C:16]([CH3:19])=[C:15]([O:20]C)[N:14]=2)=[O:12])[CH:6]=[CH:7][C:8]=1[S:9][CH3:10].C(=O)(O)[O-].[Na+]. Product: [Cl:2][C:3]1[CH:4]=[C:5]([CH:6]=[CH:7][C:8]=1[S:9][CH3:10])[C:11]([C:13]1[NH:14][C:15](=[O:20])[C:16]([CH3:19])=[CH:17][CH:18]=1)=[O:12]. (7) Reactant: [Cl:1][C:2]1[O:6][C:5]([C:7]([OH:9])=O)=[CH:4][C:3]=1[C:10]1[N:14]([CH3:15])[N:13]=[CH:12][CH:11]=1.[NH2:16][C@@H:17]([CH2:30][C:31]1[CH:36]=[CH:35][CH:34]=[CH:33][C:32]=1[C:37]([F:40])([F:39])[F:38])[CH2:18][N:19]1[C:27](=[O:28])[C:26]2[C:21](=[CH:22][CH:23]=[CH:24][CH:25]=2)[C:20]1=[O:29].C(N(CC)C(C)C)(C)C.F[P-](F)(F)(F)(F)F.Br[P+](N1CCCC1)(N1CCCC1)N1CCCC1. Product: [Cl:1][C:2]1[O:6][C:5]([C:7]([NH:16][C@@H:17]([CH2:30][C:31]2[CH:36]=[CH:35][CH:34]=[CH:33][C:32]=2[C:37]([F:40])([F:38])[F:39])[CH2:18][N:19]2[C:27](=[O:28])[C:26]3[C:21](=[CH:22][CH:23]=[CH:24][CH:25]=3)[C:20]2=[O:29])=[O:9])=[CH:4][C:3]=1[C:10]1[N:14]([CH3:15])[N:13]=[CH:12][CH:11]=1. The catalyst class is: 4. (8) Reactant: [Cl:1][C:2]1[CH:3]=[CH:4][C:5]([C@:8]([NH:23][S@:24]([C:26]([CH3:29])([CH3:28])[CH3:27])=[O:25])([C:12]2[CH:17]=[C:16]([C:18]([F:21])([F:20])[F:19])[CH:15]=[C:14]([F:22])[CH:13]=2)[CH2:9][C:10]#[N:11])=[N:6][CH:7]=1.[NH2:30][OH:31]. Product: [Cl:1][C:2]1[CH:3]=[CH:4][C:5]([C@@:8]([C:12]2[CH:17]=[C:16]([C:18]([F:20])([F:21])[F:19])[CH:15]=[C:14]([F:22])[CH:13]=2)([NH:23][S@:24]([C:26]([CH3:29])([CH3:28])[CH3:27])=[O:25])[CH2:9]/[C:10](/[NH2:11])=[N:30]/[OH:31])=[N:6][CH:7]=1. The catalyst class is: 271.